This data is from Full USPTO retrosynthesis dataset with 1.9M reactions from patents (1976-2016). The task is: Predict the reactants needed to synthesize the given product. Given the product [CH:2]([C:3]1([CH2:4][C:5]([O:7][CH3:8])=[O:6])[O:13][CH2:12][CH2:11][O:9]1)([CH3:10])[CH3:1], predict the reactants needed to synthesize it. The reactants are: [CH3:1][CH:2]([CH3:10])[C:3](=[O:9])[CH2:4][C:5]([O:7][CH3:8])=[O:6].[CH2:11](O)[CH2:12][OH:13].